This data is from Forward reaction prediction with 1.9M reactions from USPTO patents (1976-2016). The task is: Predict the product of the given reaction. (1) Given the reactants [C:1]([O:5][C:6]([N:8]1[CH2:13][CH2:12][N:11]([C:14]([C:16]2[C:20]3[CH:21]=[N:22][CH:23]=[CH:24][C:19]=3[N:18]([C:25]3[CH:30]=[CH:29][C:28]([F:31])=[CH:27][CH:26]=3)[C:17]=2Cl)=[O:15])[CH2:10][CH2:9]1)=[O:7])([CH3:4])([CH3:3])[CH3:2].[F:33][C:34]1[CH:35]=[CH:36][C:37]([CH3:41])=[C:38]([OH:40])[CH:39]=1, predict the reaction product. The product is: [C:1]([O:5][C:6]([N:8]1[CH2:13][CH2:12][N:11]([C:14]([C:16]2[C:20]3[CH:21]=[N:22][CH:23]=[CH:24][C:19]=3[N:18]([C:25]3[CH:30]=[CH:29][C:28]([F:31])=[CH:27][CH:26]=3)[C:17]=2[O:40][C:38]2[CH:39]=[C:34]([F:33])[CH:35]=[CH:36][C:37]=2[CH3:41])=[O:15])[CH2:10][CH2:9]1)=[O:7])([CH3:4])([CH3:3])[CH3:2]. (2) Given the reactants [C:1]1([CH:7]([C:11]2[CH:16]=[CH:15][CH:14]=[CH:13][CH:12]=2)[C:8]([NH2:10])=[NH:9])[CH:6]=[CH:5][CH:4]=[CH:3][CH:2]=1.C(=O)([O-])[O-].[K+].[K+].[CH3:23][O:24][C:25](=[O:38])[CH2:26][CH:27](Br)[C:28]([C:30]1[CH:35]=[CH:34][C:33]([F:36])=[CH:32][CH:31]=1)=O, predict the reaction product. The product is: [CH3:23][O:24][C:25](=[O:38])[CH2:26][C:27]1[NH:9][C:8]([CH:7]([C:11]2[CH:16]=[CH:15][CH:14]=[CH:13][CH:12]=2)[C:1]2[CH:2]=[CH:3][CH:4]=[CH:5][CH:6]=2)=[N:10][C:28]=1[C:30]1[CH:31]=[CH:32][C:33]([F:36])=[CH:34][CH:35]=1. (3) Given the reactants Br[C:2]1[CH:3]=[C:4]2[C:8](=[C:9]([CH3:11])[CH:10]=1)[C:7](=[O:12])[N:6]([CH2:13][C:14]1[CH:19]=[CH:18][C:17]([O:20][C:21]([F:24])([F:23])[F:22])=[CH:16][CH:15]=1)[CH2:5]2.C(P(C(C)(C)C)C1C=CC2C(=CC=CC=2)C=1C1C2C(=CC=CC=2)C=CC=1)(C)(C)C.C(=O)([O-])[O-].[Cs+].[Cs+].[F:60][CH:61]([F:64])[CH2:62][OH:63], predict the reaction product. The product is: [F:60][CH:61]([F:64])[CH2:62][O:63][C:2]1[CH:3]=[C:4]2[C:8](=[C:9]([CH3:11])[CH:10]=1)[C:7](=[O:12])[N:6]([CH2:13][C:14]1[CH:19]=[CH:18][C:17]([O:20][C:21]([F:24])([F:23])[F:22])=[CH:16][CH:15]=1)[CH2:5]2. (4) Given the reactants Br[CH2:2][C:3]1[CH:4]=[C:5]2[C:10](=[C:11]([Br:13])[CH:12]=1)[N:9]=[CH:8][CH:7]=[CH:6]2.[CH3:14][S:15]([O-:17])=[O:16].[Na+], predict the reaction product. The product is: [Br:13][C:11]1[CH:12]=[C:3]([CH2:2][S:15]([CH3:14])(=[O:17])=[O:16])[CH:4]=[C:5]2[C:10]=1[N:9]=[CH:8][CH:7]=[CH:6]2. (5) Given the reactants [C:1]([C:3]1[N:8]=[CH:7][C:6]([CH2:9][N:10]=[N+]=[N-])=[CH:5][CH:4]=1)#[N:2].C1(P(C2C=CC=CC=2)C2C=CC=CC=2)C=CC=CC=1, predict the reaction product. The product is: [C:1]([C:3]1[N:8]=[CH:7][C:6]([CH2:9][NH2:10])=[CH:5][CH:4]=1)#[N:2]. (6) Given the reactants [CH3:1][C:2]1[NH:3][C:4]2[C:9]([CH:10]=1)=[CH:8][CH:7]=[CH:6][CH:5]=2.C([Li])CCC.CC(C)([O-])C.[K+].[CH:22]1([CH2:28][C:29](=[O:43])[CH2:30][C:31]([C:34]2[CH:39]=[C:38]([F:40])[CH:37]=[CH:36][C:35]=2[O:41][CH3:42])([CH3:33])[CH3:32])[CH2:27][CH2:26][CH2:25][CH2:24][CH2:23]1, predict the reaction product. The product is: [CH:22]1([CH2:28][C:29]([CH2:1][C:2]2[NH:3][C:4]3[C:9]([CH:10]=2)=[CH:8][CH:7]=[CH:6][CH:5]=3)([OH:43])[CH2:30][C:31]([C:34]2[CH:39]=[C:38]([F:40])[CH:37]=[CH:36][C:35]=2[O:41][CH3:42])([CH3:33])[CH3:32])[CH2:23][CH2:24][CH2:25][CH2:26][CH2:27]1. (7) The product is: [CH3:14][C:11]1[N:10]=[C:9]([C:15]#[N:16])[C:8]([C:19]2[N:24]=[CH:23][CH:22]=[CH:21][N:20]=2)=[CH:13][CH:12]=1. Given the reactants CC1(C)COB([C:8]2[C:9]([C:15]#[N:16])=[N:10][C:11]([CH3:14])=[CH:12][CH:13]=2)OC1.Br[C:19]1[N:24]=[CH:23][CH:22]=[CH:21][N:20]=1.[F-].[Cs+], predict the reaction product. (8) Given the reactants [Cl:1][C@@:2]1([F:32])[C@H:6]([OH:7])[C@@H:5]([CH2:8][O:9][P:10]2(=[O:23])[O:15]C3C=CC([N+]([O-])=O)=CC=3C[O:11]2)[O:4][C@H:3]1[N:24]1[CH:29]=[CH:28][C:27](=[O:30])[NH:26][C:25]1=[O:31], predict the reaction product. The product is: [O:9]([CH2:8][C@@H:5]1[C@@H:6]([OH:7])[C@@:2]([Cl:1])([F:32])[C@H:3]([N:24]2[CH:29]=[CH:28][C:27](=[O:30])[NH:26][C:25]2=[O:31])[O:4]1)[P:10]([O:15][P:10]([OH:15])([OH:11])=[O:9])(=[O:23])[OH:11]. (9) Given the reactants [CH2:1]([O:3][C:4]1[CH:5]=[C:6]2[C:11](=[C:12]3[CH2:16][C:15]([CH3:18])([CH3:17])[O:14][C:13]=13)[C:10]([C:19]1[CH:24]=[CH:23][CH:22]=[CH:21][CH:20]=1)=[N:9][C:8]([CH3:27])([CH2:25][NH2:26])[CH2:7]2)[CH3:2].[OH-].[Na+].[CH3:30][S:31](Cl)(=[O:33])=[O:32].O, predict the reaction product. The product is: [CH2:1]([O:3][C:4]1[CH:5]=[C:6]2[C:11](=[C:12]3[CH2:16][C:15]([CH3:18])([CH3:17])[O:14][C:13]=13)[C:10]([C:19]1[CH:24]=[CH:23][CH:22]=[CH:21][CH:20]=1)=[N:9][C:8]([CH2:25][NH:26][S:31]([CH3:30])(=[O:33])=[O:32])([CH3:27])[CH2:7]2)[CH3:2].